The task is: Regression/Classification. Given a drug SMILES string, predict its absorption, distribution, metabolism, or excretion properties. Task type varies by dataset: regression for continuous measurements (e.g., permeability, clearance, half-life) or binary classification for categorical outcomes (e.g., BBB penetration, CYP inhibition). For this dataset (solubility_aqsoldb), we predict Y.. This data is from Aqueous solubility values for 9,982 compounds from the AqSolDB database. (1) The drug is CCN(CCC(=O)OC)c1ccc(N=Nc2snc3ccc([N+](=O)[O-])cc23)cc1. The Y is -7.32 log mol/L. (2) The molecule is [Na+].[O-]n1ccccc1=S. The Y is 0.637 log mol/L. (3) The drug is O=C(O)c1ccccc1C(C(=O)O)c1ccccc1C(=O)O. The Y is -2.50 log mol/L. (4) The compound is CC1=CCC(CC#N)C1(C)C. The Y is -2.65 log mol/L. (5) The drug is c1cncnc1. The Y is 1.10 log mol/L. (6) The drug is BrCC(Br)Br. The Y is -2.73 log mol/L. (7) The molecule is Cc1cn(C2CC(O)C(CO)O2)c(=O)[nH]c1=O. The Y is -0.742 log mol/L. (8) The molecule is Oc1cc(Cl)ccc1Oc1ccc(Cl)cc1Cl. The Y is -4.46 log mol/L. (9) The drug is C[C@H]1[C@H]2[C@H](C[C@H]3[C@@H]4CC=C5C[C@@H](O)CC[C@]5(C)[C@H]4CC[C@@]32C)O[C@]12CC[C@@H](C)CO2. The Y is -7.32 log mol/L. (10) The compound is COc1cccc(Nc2ccccc2C(=O)O)c1. The Y is -4.80 log mol/L.